From a dataset of Reaction yield outcomes from USPTO patents with 853,638 reactions. Predict the reaction yield, written as a fraction of the theoretical maximum amount of product (1.0 means a 100% yield; for example, 0.34 means a 34% yield). The product is [C:1]([O:4][C:5]1[CH:6]=[CH:7][C:8]2[C:12]([O:13][C:14]3[CH:15]=[CH:16][C:17](/[CH:20]=[CH:21]/[C:22]([OH:24])=[O:23])=[CH:18][CH:19]=3)=[C:11]([C:29]3[CH:34]=[CH:33][CH:32]=[CH:31][C:30]=3[CH:35]([CH3:36])[CH3:37])[S:10][C:9]=2[CH:38]=1)(=[O:3])[CH3:2]. The catalyst is C(Cl)Cl.CO. The reactants are [C:1]([O:4][C:5]1[CH:6]=[CH:7][C:8]2[C:12]([O:13][C:14]3[CH:19]=[CH:18][C:17](/[CH:20]=[CH:21]/[C:22]([O:24]C(C)(C)C)=[O:23])=[CH:16][CH:15]=3)=[C:11]([C:29]3[CH:34]=[CH:33][CH:32]=[CH:31][C:30]=3[CH:35]([CH3:37])[CH3:36])[S:10][C:9]=2[CH:38]=1)(=[O:3])[CH3:2].C(O)(C(F)(F)F)=O. The yield is 0.670.